From a dataset of Catalyst prediction with 721,799 reactions and 888 catalyst types from USPTO. Predict which catalyst facilitates the given reaction. (1) Reactant: [CH2:1]([N:3]([CH2:35][CH3:36])[CH2:4]/[CH:5]=[CH:6]\[C:7]1[CH:12]=[C:11]([F:13])[CH:10]=[CH:9][C:8]=1[S:14]([NH:17][C:18]1[CH:27]=[CH:26][C:25]2[C:24]3=[CH:28][CH:29]=[N:30][N:23]3[CH:22]=[CH:21][C:20]=2[C:19]=1[C:31]([O:33]C)=[O:32])(=[O:16])=[O:15])[CH3:2].[OH-].[Li+]. Product: [CH2:35]([N:3]([CH2:1][CH3:2])[CH2:4]/[CH:5]=[CH:6]\[C:7]1[CH:12]=[C:11]([F:13])[CH:10]=[CH:9][C:8]=1[S:14]([NH:17][C:18]1[CH:27]=[CH:26][C:25]2[C:24]3=[CH:28][CH:29]=[N:30][N:23]3[CH:22]=[CH:21][C:20]=2[C:19]=1[C:31]([OH:33])=[O:32])(=[O:15])=[O:16])[CH3:36]. The catalyst class is: 12. (2) Reactant: [C:1]([O:5][C:6]([NH:8][CH2:9][CH2:10][CH2:11][C@H:12]([NH:17][C:18]([C:20]1[O:21][C:22]([CH:25]([C:32]2[CH:37]=[CH:36][CH:35]=[CH:34][CH:33]=2)[C:26]2[CH:31]=[CH:30][CH:29]=[CH:28][CH:27]=2)=[CH:23][CH:24]=1)=[O:19])[C:13]([O:15]C)=[O:14])=[O:7])([CH3:4])([CH3:3])[CH3:2].Cl. Product: [C:1]([O:5][C:6]([NH:8][CH2:9][CH2:10][CH2:11][C@H:12]([NH:17][C:18]([C:20]1[O:21][C:22]([CH:25]([C:26]2[CH:27]=[CH:28][CH:29]=[CH:30][CH:31]=2)[C:32]2[CH:37]=[CH:36][CH:35]=[CH:34][CH:33]=2)=[CH:23][CH:24]=1)=[O:19])[C:13]([OH:15])=[O:14])=[O:7])([CH3:4])([CH3:2])[CH3:3]. The catalyst class is: 273.